From a dataset of NCI-60 drug combinations with 297,098 pairs across 59 cell lines. Regression. Given two drug SMILES strings and cell line genomic features, predict the synergy score measuring deviation from expected non-interaction effect. (1) Drug 1: CC12CCC(CC1=CCC3C2CCC4(C3CC=C4C5=CN=CC=C5)C)O. Drug 2: C1=NNC2=C1C(=O)NC=N2. Cell line: NCI-H322M. Synergy scores: CSS=-2.44, Synergy_ZIP=1.73, Synergy_Bliss=2.56, Synergy_Loewe=-1.76, Synergy_HSA=-0.107. (2) Drug 1: CC1=C2C(C(=O)C3(C(CC4C(C3C(C(C2(C)C)(CC1OC(=O)C(C(C5=CC=CC=C5)NC(=O)C6=CC=CC=C6)O)O)OC(=O)C7=CC=CC=C7)(CO4)OC(=O)C)O)C)OC(=O)C. Drug 2: CC(C)CN1C=NC2=C1C3=CC=CC=C3N=C2N. Cell line: PC-3. Synergy scores: CSS=60.4, Synergy_ZIP=15.7, Synergy_Bliss=14.6, Synergy_Loewe=15.0, Synergy_HSA=13.5.